Predict the reaction yield, written as a fraction of the theoretical maximum amount of product (1.0 means a 100% yield; for example, 0.34 means a 34% yield). From a dataset of Reaction yield outcomes from USPTO patents with 853,638 reactions. (1) The reactants are C(Cl)(=O)C([Cl:4])=O.[CH2:7]([O:9][C:10]([C:12]1[C:17](=[O:18])[N:16]([CH2:19][C:20]2[CH:25]=[CH:24][CH:23]=[C:22]([F:26])[CH:21]=2)[C:15]2[S:27][C:28]([CH3:30])=[CH:29][C:14]=2[C:13]=1O)=[O:11])[CH3:8]. The catalyst is CN(C=O)C. The yield is 0.820. The product is [CH2:7]([O:9][C:10]([C:12]1[C:17](=[O:18])[N:16]([CH2:19][C:20]2[CH:25]=[CH:24][CH:23]=[C:22]([F:26])[CH:21]=2)[C:15]2[S:27][C:28]([CH3:30])=[CH:29][C:14]=2[C:13]=1[Cl:4])=[O:11])[CH3:8]. (2) The reactants are [CH3:1][C:2]1[O:6][N:5]=[C:4]([C:7]2[CH:12]=[CH:11][CH:10]=[CH:9][N:8]=2)[C:3]=1[CH2:13][O:14][C:15]1[CH:16]=[CH:17][C:18]([C:21]([OH:23])=O)=[N:19][CH:20]=1.[F:24][C:25]([F:29])([F:28])[CH2:26][NH2:27]. No catalyst specified. The product is [F:24][C:25]([F:29])([F:28])[CH2:26][NH:27][C:21]([C:18]1[CH:17]=[CH:16][C:15]([O:14][CH2:13][C:3]2[C:4]([C:7]3[CH:12]=[CH:11][CH:10]=[CH:9][N:8]=3)=[N:5][O:6][C:2]=2[CH3:1])=[CH:20][N:19]=1)=[O:23]. The yield is 0.880. (3) The yield is 0.880. The product is [CH:21]1([C:19]([C:13]2[CH:14]=[C:15]([CH3:18])[CH:16]=[CH:17][C:12]=2[NH:11][C:9](=[O:10])[NH:8][C:5]2[S:6][CH:7]=[C:3]([CH2:2][NH:1][C:26](=[O:28])[CH3:27])[N:4]=2)=[O:20])[CH2:25][CH2:24][CH2:23][CH2:22]1. No catalyst specified. The reactants are [NH2:1][CH2:2][C:3]1[N:4]=[C:5]([NH:8][C:9]([NH:11][C:12]2[CH:17]=[CH:16][C:15]([CH3:18])=[CH:14][C:13]=2[C:19]([CH:21]2[CH2:25][CH2:24][CH2:23][CH2:22]2)=[O:20])=[O:10])[S:6][CH:7]=1.[C:26](Cl)(=[O:28])[CH3:27]. (4) The reactants are [CH2:1]([N:3]1[C:7]2=[N:8][C:9]([CH2:28][CH3:29])=[C:10]([CH2:19][NH:20][C:21](=[O:27])[CH2:22][CH2:23][C:24]([OH:26])=O)[C:11]([NH:12][CH:13]3[CH2:18][CH2:17][O:16][CH2:15][CH2:14]3)=[C:6]2[CH:5]=[N:4]1)[CH3:2].[NH2:30][CH2:31][C:32]1[CH:33]=[CH:34][C:35]([F:59])=[C:36]([C:38]2[CH:43]=[CH:42][CH:41]=[C:40]([CH2:44][N:45]3[CH2:50][CH2:49][N:48](C(OC(C)(C)C)=O)[C@@H:47]([CH3:58])[CH2:46]3)[CH:39]=2)[CH:37]=1.CN(C(ON1N=NC2C=CC=CC1=2)=[N+](C)C)C.F[P-](F)(F)(F)(F)F.CCN(CC)CC. The catalyst is C(Cl)Cl.C(O)(C(F)(F)F)=O. The product is [CH2:1]([N:3]1[C:7]2=[N:8][C:9]([CH2:28][CH3:29])=[C:10]([CH2:19][NH:20][C:21](=[O:27])[CH2:22][CH2:23][C:24]([NH:30][CH2:31][C:32]3[CH:37]=[C:36]([C:38]4[CH:43]=[CH:42][CH:41]=[C:40]([CH2:44][N:45]5[CH2:50][CH2:49][NH:48][C@@H:47]([CH3:58])[CH2:46]5)[CH:39]=4)[C:35]([F:59])=[CH:34][CH:33]=3)=[O:26])[C:11]([NH:12][CH:13]3[CH2:14][CH2:15][O:16][CH2:17][CH2:18]3)=[C:6]2[CH:5]=[N:4]1)[CH3:2]. The yield is 0.440. (5) The reactants are [C:1]([N:8]([CH3:10])[OH:9])([O:3][C:4]([CH3:7])([CH3:6])[CH3:5])=[O:2].Cl[CH2:12][CH2:13][O:14][CH2:15][CH2:16]O.[C:18]([O-])([O-])=[O:19].[K+].[K+]. The catalyst is CN(C=O)C.[Li+].[Br-]. The product is [OH:19][CH2:18][CH2:16][CH2:15][O:14][CH2:13][CH2:12][O:9][N:8]([CH3:10])[C:1](=[O:2])[O:3][C:4]([CH3:7])([CH3:6])[CH3:5]. The yield is 0.720. (6) The reactants are [CH3:1][C:2]1[CH:7]=[CH:6][C:5]([S:8]([O:11][CH2:12][CH:13]2[CH2:17][C:16]3[CH:18]=[CH:19][CH:20]=[C:21](Br)[C:15]=3[O:14]2)(=[O:10])=[O:9])=[CH:4][CH:3]=1.[Cl:23][C:24]1[CH:25]=[CH:26][C:27]([O:33][CH3:34])=[C:28](B(O)O)[CH:29]=1. No catalyst specified. The product is [CH3:1][C:2]1[CH:7]=[CH:6][C:5]([S:8]([O:11][CH2:12][CH:13]2[CH2:17][C:16]3[CH:18]=[CH:19][CH:20]=[C:21]([C:26]4[CH:25]=[C:24]([Cl:23])[CH:29]=[CH:28][C:27]=4[O:33][CH3:34])[C:15]=3[O:14]2)(=[O:10])=[O:9])=[CH:4][CH:3]=1. The yield is 0.660.